Binary Classification. Given a drug SMILES string, predict its activity (active/inactive) in a high-throughput screening assay against a specified biological target. From a dataset of Orexin1 receptor HTS with 218,158 compounds and 233 confirmed actives. (1) The molecule is s1c(c2n(nc(c2)C(F)(F)F)C)ccc1C(=O)N(C)C. The result is 0 (inactive). (2) The drug is o1c(c(OCC(O)=O)c(=O)c2c1cccc2)c1ccc(OC)cc1. The result is 0 (inactive). (3) The result is 0 (inactive). The drug is O=C(N1C(Cc2c(C1)cccc2)C(O)=O)C(NC(CCc1ccccc1)C(OCC)=O)C. (4) The drug is S(c1c(c(nc2c1cccc2C)C)CC)CCC#N. The result is 0 (inactive). (5) The molecule is S(c1nn2c(nnc2cc1)c1ccc(OC)cc1)Cc1oc(cc1)C(OC)=O. The result is 0 (inactive).